Dataset: Full USPTO retrosynthesis dataset with 1.9M reactions from patents (1976-2016). Task: Predict the reactants needed to synthesize the given product. Given the product [Cl:4][C:5]1[CH:6]=[CH:7][C:8]2[N:14]3[C:15]([C:1]#[N:3])=[CH:16][CH:17]=[C:13]3[C@@H:12]([CH2:18][CH2:19][C:20]([N:22]3[CH2:23][CH2:24][CH:25]([CH2:28][C:29]([O:31][CH2:32][CH3:33])=[O:30])[CH2:26][CH2:27]3)=[O:21])[O:11][C@H:10]([C:34]3[CH:39]=[CH:38][CH:37]=[C:36]([O:40][CH3:41])[C:35]=3[O:42][CH3:43])[C:9]=2[CH:44]=1, predict the reactants needed to synthesize it. The reactants are: [C:1](#[N:3])C.[Cl:4][C:5]1[CH:6]=[CH:7][C:8]2[N:14]3[CH:15]=[CH:16][CH:17]=[C:13]3[C@@H:12]([CH2:18][CH2:19][C:20]([N:22]3[CH2:27][CH2:26][CH:25]([CH2:28][C:29]([O:31][CH2:32][CH3:33])=[O:30])[CH2:24][CH2:23]3)=[O:21])[O:11][C@H:10]([C:34]3[CH:39]=[CH:38][CH:37]=[C:36]([O:40][CH3:41])[C:35]=3[O:42][CH3:43])[C:9]=2[CH:44]=1.CN(C)C=O.ClS(N=C=O)(=O)=O.